This data is from Forward reaction prediction with 1.9M reactions from USPTO patents (1976-2016). The task is: Predict the product of the given reaction. Given the reactants [CH3:1][NH:2][NH2:3].Cl[C:5]1[C:10]([C:11]([O:13][CH2:14][CH3:15])=[O:12])=[CH:9][N:8]=[C:7]([S:16][CH3:17])[N:6]=1.O, predict the reaction product. The product is: [CH2:14]([O:13][C:11]([C:10]1[C:5]([N:2]([CH3:1])[NH2:3])=[N:6][C:7]([S:16][CH3:17])=[N:8][CH:9]=1)=[O:12])[CH3:15].